From a dataset of Peptide-MHC class II binding affinity with 134,281 pairs from IEDB. Regression. Given a peptide amino acid sequence and an MHC pseudo amino acid sequence, predict their binding affinity value. This is MHC class II binding data. (1) The peptide sequence is TPESATPFPHRKGVL. The MHC is DRB1_1101 with pseudo-sequence DRB1_1101. The binding affinity (normalized) is 0.194. (2) The peptide sequence is VIDVKLVDANGTLHD. The MHC is DRB1_1201 with pseudo-sequence DRB1_1201. The binding affinity (normalized) is 0.0767. (3) The peptide sequence is MTETLLVQNANPDCKSIL. The MHC is HLA-DPA10301-DPB10402 with pseudo-sequence HLA-DPA10301-DPB10402. The binding affinity (normalized) is 0.342.